Dataset: Forward reaction prediction with 1.9M reactions from USPTO patents (1976-2016). Task: Predict the product of the given reaction. Given the reactants C(OC([NH:8][CH2:9][C:10]([NH:12][C@H:13]([C:23]([O:25][CH2:26][CH3:27])=[O:24])[CH2:14][C:15]1[CH:20]=[CH:19][CH:18]=[C:17]([O:21][CH3:22])[N:16]=1)=[O:11])=O)(C)(C)C.FC(F)(F)C(O)=O, predict the reaction product. The product is: [NH2:8][CH2:9][C:10]([NH:12][C@H:13]([C:23]([O:25][CH2:26][CH3:27])=[O:24])[CH2:14][C:15]1[CH:20]=[CH:19][CH:18]=[C:17]([O:21][CH3:22])[N:16]=1)=[O:11].